Dataset: Catalyst prediction with 721,799 reactions and 888 catalyst types from USPTO. Task: Predict which catalyst facilitates the given reaction. Reactant: [CH3:1][C@@:2]12[C@@H:18]3[C@H:13]([C@@H:14]4[CH2:21][CH2:20][C:19](=[CH2:22])[C@@:15]4([CH3:23])[CH2:16][CH2:17]3)[C@@H:12]([OH:24])[C@H:11]([OH:25])[C@H:10]1[CH2:9][C:8]1[NH:7][N:6]=[CH:5][C:4]=1[CH2:3]2. Product: [CH:12]([C@@H:13]1[C@@H:18]([C@:2]2([CH3:1])[C@@H:10]([CH:11]=[O:25])[CH2:9][C:8]3[NH:7][N:6]=[CH:5][C:4]=3[CH2:3]2)[CH2:17][CH2:16][C@@:15]2([CH3:23])[C@H:14]1[CH2:21][CH2:20][C:19]2=[CH2:22])=[O:24]. The catalyst class is: 20.